This data is from Catalyst prediction with 721,799 reactions and 888 catalyst types from USPTO. The task is: Predict which catalyst facilitates the given reaction. (1) Reactant: O.[NH2:2][NH2:3].[Br:4][C:5]1[CH:6]=[CH:7][C:8](Cl)=[N:9][CH:10]=1. Product: [Br:4][C:5]1[CH:6]=[CH:7][C:8]([NH:2][NH2:3])=[N:9][CH:10]=1. The catalyst class is: 40. (2) The catalyst class is: 2. Product: [CH3:26][O:27][C:28]1[CH:34]=[CH:33][CH:32]=[CH:31][C:29]=1[NH:30][C:23](=[O:24])[CH2:22][N:3]1[C:4]2([CH2:21][CH2:20][CH2:19][CH2:18][CH2:17]2)[N:5]=[C:6]([C:7]2[CH:12]=[CH:11][C:10]([C:13]([F:16])([F:15])[F:14])=[CH:9][CH:8]=2)[C:2]1=[O:1]. Reactant: [O:1]=[C:2]1[C:6]([C:7]2[CH:12]=[CH:11][C:10]([C:13]([F:16])([F:15])[F:14])=[CH:9][CH:8]=2)=[N:5][C:4]2([CH2:21][CH2:20][CH2:19][CH2:18][CH2:17]2)[N:3]1[CH2:22][C:23](Cl)=[O:24].[CH3:26][O:27][C:28]1[CH:34]=[CH:33][CH:32]=[CH:31][C:29]=1[NH2:30].C(N(CC)CC)C.C(=O)([O-])O.[Na+]. (3) Reactant: [CH2:1]([CH:3]([O:6][C:7]1[CH:12]=[C:11]([CH3:13])[N:10]=[C:9]([O:14][C:15]2[C:20]([CH3:21])=[CH:19][C:18]([CH3:22])=[CH:17][C:16]=2[CH3:23])[C:8]=1[NH2:24])[CH2:4][CH3:5])[CH3:2].[C:25]1(=[O:31])[O:30][C:28](=[O:29])[CH2:27][CH2:26]1.C(N(CC)CC)C. Product: [CH2:1]([CH:3]([O:6][C:7]1[CH:12]=[C:11]([CH3:13])[N:10]=[C:9]([O:14][C:15]2[C:20]([CH3:21])=[CH:19][C:18]([CH3:22])=[CH:17][C:16]=2[CH3:23])[C:8]=1[NH:24][C:25](=[O:31])[CH2:26][CH2:27][C:28]([OH:30])=[O:29])[CH2:4][CH3:5])[CH3:2]. The catalyst class is: 2. (4) Product: [NH2:34][CH2:33][C:32]([C:27]1[NH:28][C:29]2[C:25]([CH:26]=1)=[CH:24][C:23]([NH:22][C:20]([C:17]1([C:15]3[CH:14]=[CH:13][C:12]4[O:8][CH2:9][O:10][C:11]=4[CH:16]=3)[CH2:19][CH2:18]1)=[O:21])=[CH:31][CH:30]=2)([CH3:42])[CH3:43]. Reactant: FC(F)(F)C(O)=O.[O:8]1[C:12]2[CH:13]=[CH:14][C:15]([C:17]3([C:20]([NH:22][C:23]4[CH:24]=[C:25]5[C:29](=[CH:30][CH:31]=4)[NH:28][C:27]([C:32]([CH3:43])([CH3:42])[CH2:33][NH:34]C(=O)OC(C)(C)C)=[CH:26]5)=[O:21])[CH2:19][CH2:18]3)=[CH:16][C:11]=2[O:10][CH2:9]1. The catalyst class is: 4. (5) Reactant: [F:1][C:2]1[CH:14]=[CH:13][C:5]2[NH:6]C(=O)[NH:8][S:9](=[O:11])(=[O:10])[C:4]=2[CH:3]=1.[OH-].[Na+]. Product: [NH2:6][C:5]1[CH:13]=[CH:14][C:2]([F:1])=[CH:3][C:4]=1[S:9]([NH2:8])(=[O:11])=[O:10]. The catalyst class is: 65. (6) Product: [Cl:1][C:2]1[CH:3]=[C:4]([CH:9]([C:16]2[C:17]([CH3:26])=[CH:18][C:19]([N+:23]([O-:25])=[O:24])=[CH:20][C:21]=2[CH3:22])[C:10]#[N:11])[CH:5]=[CH:6][C:7]=1[Cl:8]. Reactant: [Cl:1][C:2]1[CH:3]=[C:4]([CH2:9][C:10]#[N:11])[CH:5]=[CH:6][C:7]=1[Cl:8].[H-].[Na+].CO[C:16]1[C:21]([CH3:22])=[CH:20][C:19]([N+:23]([O-:25])=[O:24])=[CH:18][C:17]=1[CH3:26].Cl. The catalyst class is: 18.